This data is from Forward reaction prediction with 1.9M reactions from USPTO patents (1976-2016). The task is: Predict the product of the given reaction. Given the reactants [CH2:1]([C:8]1[N:9]=[C:10](Cl)[C:11]2[CH2:17][CH2:16][N:15]([C:18]([O:20][CH2:21][CH3:22])=[O:19])[CH2:14][CH2:13][C:12]=2[N:23]=1)[C:2]1[CH:7]=[CH:6][CH:5]=[CH:4][CH:3]=1.C(N(CC)CC)C.[CH3:32][N:33]1[CH:37]=[C:36]([CH2:38][NH2:39])[CH:35]=[N:34]1, predict the reaction product. The product is: [CH2:21]([O:20][C:18]([N:15]1[CH2:16][CH2:17][C:11]2[C:10]([NH:39][CH2:38][C:36]3[CH:35]=[N:34][N:33]([CH3:32])[CH:37]=3)=[N:9][C:8]([CH2:1][C:2]3[CH:7]=[CH:6][CH:5]=[CH:4][CH:3]=3)=[N:23][C:12]=2[CH2:13][CH2:14]1)=[O:19])[CH3:22].